From a dataset of Forward reaction prediction with 1.9M reactions from USPTO patents (1976-2016). Predict the product of the given reaction. (1) Given the reactants C(OC([N:8]1[CH2:12][C@@H:11]([NH:13][C:14]([O:16][CH2:17][CH:18]2[C:30]3[CH:29]=[CH:28][CH:27]=[CH:26][C:25]=3[C:24]3[C:19]2=[CH:20][CH:21]=[CH:22][CH:23]=3)=[O:15])[CH2:10][C@H:9]1[C:31]([O:33][CH2:34][C:35]1[CH:40]=[CH:39][CH:38]=[CH:37][CH:36]=1)=[O:32])=O)(C)(C)C.[C:41]([OH:47])([C:43]([F:46])([F:45])[F:44])=[O:42].C(Cl)Cl, predict the reaction product. The product is: [F:44][C:43]([F:46])([F:45])[C:41]([OH:47])=[O:42].[CH2:34]([O:33][C:31]([C@@H:9]1[CH2:10][C@H:11]([NH:13][C:14]([O:16][CH2:17][CH:18]2[C:30]3[CH:29]=[CH:28][CH:27]=[CH:26][C:25]=3[C:24]3[C:19]2=[CH:20][CH:21]=[CH:22][CH:23]=3)=[O:15])[CH2:12][NH:8]1)=[O:32])[C:35]1[CH:36]=[CH:37][CH:38]=[CH:39][CH:40]=1. (2) Given the reactants [F:1][C:2]1[CH:7]=[CH:6][C:5]([C:8]2[C:12]([CH2:13][CH2:14][N:15]3[CH2:20][CH2:19][CH2:18][CH2:17][CH2:16]3)=[CH:11][NH:10][N:9]=2)=[CH:4][CH:3]=1.[ClH:21].CC(C)=[O:24], predict the reaction product. The product is: [OH2:24].[ClH:21].[ClH:21].[F:1][C:2]1[CH:7]=[CH:6][C:5]([C:8]2[C:12]([CH2:13][CH2:14][N:15]3[CH2:20][CH2:19][CH2:18][CH2:17][CH2:16]3)=[CH:11][NH:10][N:9]=2)=[CH:4][CH:3]=1. (3) Given the reactants [CH:1]1([CH2:4][O:5][C:6]2[CH:11]=[CH:10][C:9]([S:12]([CH3:15])(=[O:14])=[O:13])=[CH:8][C:7]=2[C:16]2[CH:17]=[C:18]([CH3:23])[C:19](=[O:22])[NH:20][CH:21]=2)[CH2:3][CH2:2]1.Br[CH2:25][CH:26]([CH3:28])[CH3:27].BrCC1CC1, predict the reaction product. The product is: [CH:1]1([CH2:4][O:5][C:6]2[CH:11]=[CH:10][C:9]([S:12]([CH3:15])(=[O:14])=[O:13])=[CH:8][C:7]=2[C:16]2[CH:17]=[C:18]([CH3:23])[C:19](=[O:22])[N:20]([CH2:25][CH:26]([CH3:28])[CH3:27])[CH:21]=2)[CH2:3][CH2:2]1. (4) The product is: [Cl:20][C:21]1[CH:22]=[C:23]([CH:31]([CH2:35][C@H:36]2[CH2:40][CH2:39][C:38]([F:42])([F:41])[CH2:37]2)[C:32]([NH:1][C:2]2[CH:6]=[CH:5][N:4]([CH2:7][C:8]([OH:10])([CH3:11])[CH3:9])[N:3]=2)=[O:33])[CH:24]=[CH:25][C:26]=1[S:27]([CH3:30])(=[O:29])=[O:28]. Given the reactants [NH2:1][C:2]1[CH:6]=[CH:5][N:4]([CH2:7][C:8]([CH3:11])([OH:10])[CH3:9])[N:3]=1.N1C(C)=CC=CC=1C.[Cl:20][C:21]1[CH:22]=[C:23]([CH:31]([CH2:35][C@H:36]2[CH2:40][CH2:39][C:38]([F:42])([F:41])[CH2:37]2)[C:32](Cl)=[O:33])[CH:24]=[CH:25][C:26]=1[S:27]([CH3:30])(=[O:29])=[O:28], predict the reaction product. (5) Given the reactants [CH:1]1([N:6]2[CH2:12][C:11]([F:14])([F:13])[C:10](=[O:15])[N:9]([CH3:16])[C:8]3[CH:17]=[N:18][C:19]([NH:21][C:22]4[CH:30]=[CH:29][C:25]([C:26](O)=[O:27])=[CH:24][C:23]=4[O:31][CH3:32])=[N:20][C:7]2=3)[CH2:5][CH2:4][CH2:3][CH2:2]1.F[P-](F)(F)(F)(F)F.CN(C(N(C)C)=[N+]1C2C(=NC=CC=2)[N+]([O-])=N1)C.C(N(C(C)C)C(C)C)C.[N:66]1([NH2:72])[CH2:71][CH2:70][CH2:69][CH2:68][CH2:67]1, predict the reaction product. The product is: [CH:1]1([N:6]2[CH2:12][C:11]([F:13])([F:14])[C:10](=[O:15])[N:9]([CH3:16])[C:8]3[CH:17]=[N:18][C:19]([NH:21][C:22]4[CH:30]=[CH:29][C:25]([C:26]([NH:72][N:66]5[CH2:71][CH2:70][CH2:69][CH2:68][CH2:67]5)=[O:27])=[CH:24][C:23]=4[O:31][CH3:32])=[N:20][C:7]2=3)[CH2:5][CH2:4][CH2:3][CH2:2]1. (6) Given the reactants CC([N:5]([C:9]1[S:10][C:11]([Cl:21])=[C:12]([C:15]2[N:19]([CH3:20])[N:18]=[CH:17][CH:16]=2)[C:13]=1[Cl:14])C(=O)[O-])(C)C.Cl, predict the reaction product. The product is: [Cl:14][C:13]1[C:12]([C:15]2[N:19]([CH3:20])[N:18]=[CH:17][CH:16]=2)=[C:11]([Cl:21])[S:10][C:9]=1[NH2:5].